Dataset: Catalyst prediction with 721,799 reactions and 888 catalyst types from USPTO. Task: Predict which catalyst facilitates the given reaction. (1) Reactant: [N+:1]([C:4]1[C:13]2[C:8](=[CH:9][C:10]([CH:14]=[CH2:15])=[CH:11][CH:12]=2)[CH:7]=[CH:6][C:5]=1[NH:16][C:17]1[CH:22]=[CH:21][C:20]([S:23][C:24]([F:27])([F:26])[F:25])=[CH:19][CH:18]=1)([O-])=O.[NH4+].[Cl-].O. Product: [F:25][C:24]([S:23][C:20]1[CH:21]=[CH:22][C:17]([NH:16][C:5]2[C:4]([NH2:1])=[C:13]3[C:8](=[CH:7][CH:6]=2)[CH:9]=[C:10]([CH:14]=[CH2:15])[CH:11]=[CH:12]3)=[CH:18][CH:19]=1)([F:27])[F:26]. The catalyst class is: 447. (2) Reactant: [O:1]1[C:6]2[CH:7]=[CH:8][C:9]([C:11]3[N:16]4[N:17]=[C:18]([NH2:20])[N:19]=[C:15]4[CH:14]=[CH:13][N:12]=3)=[CH:10][C:5]=2[O:4][CH2:3][CH2:2]1.C(N(CC)CC)C.[CH:28]1([C:31](Cl)=[O:32])[CH2:30][CH2:29]1. Product: [O:1]1[C:6]2[CH:7]=[CH:8][C:9]([C:11]3[N:16]4[N:17]=[C:18]([NH:20][C:31]([CH:28]5[CH2:30][CH2:29]5)=[O:32])[N:19]=[C:15]4[CH:14]=[CH:13][N:12]=3)=[CH:10][C:5]=2[O:4][CH2:3][CH2:2]1. The catalyst class is: 10. (3) Reactant: [C:1](Cl)(=O)[C:2]([Cl:4])=[O:3].[Cl:7][C:8]1[N:16]=[C:15]([Cl:17])C=C[C:9]=1[C:10](O)=O.CN(C)C=O. Product: [Cl:17][C:15]1[N:16]=[C:8]([Cl:7])[CH:9]=[CH:10][C:1]=1[C:2]([Cl:4])=[O:3]. The catalyst class is: 2. (4) Reactant: C(OC([N:8]([CH2:28][C:29]1[CH:34]=[CH:33][CH:32]=[CH:31][N:30]=1)[CH2:9][C:10]1[CH:15]=[CH:14][C:13]([CH2:16][NH:17][CH:18]2[C:27]3[N:26]=[CH:25][CH:24]=[CH:23][C:22]=3[CH2:21][CH2:20][CH2:19]2)=[CH:12][CH:11]=1)=O)(C)(C)C.[S:35]1[CH:39]=[CH:38][CH:37]=[C:36]1[CH:40]=O.[BH3-]C#N.[Na+]. Product: [N:30]1[CH:31]=[CH:32][CH:33]=[CH:34][C:29]=1[CH2:28][NH:8][CH2:9][C:10]1[CH:11]=[CH:12][C:13]([CH2:16][N:17]([CH2:40][C:36]2[S:35][CH:39]=[CH:38][CH:37]=2)[CH:18]2[C:27]3[N:26]=[CH:25][CH:24]=[CH:23][C:22]=3[CH2:21][CH2:20][CH2:19]2)=[CH:14][CH:15]=1. The catalyst class is: 5. (5) Reactant: [C:1]([O:8][CH3:9])(=[O:7])[CH2:2][C:3]([O:5][CH3:6])=[O:4].C[O-].[Na+].[F:13][C:14]1[CH:19]=[CH:18][C:17](/[CH:20]=[CH:21]/[C:22]([O:24][CH3:25])=[O:23])=[CH:16][CH:15]=1. Product: [F:13][C:14]1[CH:15]=[CH:16][C:17]([CH:20]([CH2:21][C:22]([O:24][CH3:25])=[O:23])[CH:2]([C:1]([O:8][CH3:9])=[O:7])[C:3]([O:5][CH3:6])=[O:4])=[CH:18][CH:19]=1. The catalyst class is: 92. (6) Reactant: BrC1C=C(C[N:11]([CH2:20][C:21]2[C:22]([NH:34][CH:35]3[CH2:40][CH2:39][O:38][CH2:37][CH2:36]3)=[C:23]3[CH:31]=[N:30][N:29]([CH2:32][CH3:33])[C:24]3=[N:25][C:26]=2[CH2:27][CH3:28])[C:12]([C:14]2([C:17]([NH2:19])=[O:18])[CH2:16][CH2:15]2)=[O:13])C=CC=1OC.CC1(C)C(C)(C)OB([C:49]2[CH:50]=[C:51]([CH2:55][CH:56]3[CH2:61][CH2:60][N:59]([C:62]([O:64][C:65]([CH3:68])([CH3:67])[CH3:66])=[O:63])[CH2:58][CH2:57]3)[CH:52]=[CH:53][CH:54]=2)O1.[C:70]([O-:73])([O-])=O.[Na+].[Na+]. Product: [CH2:32]([N:29]1[C:24]2=[N:25][C:26]([CH2:27][CH3:28])=[C:21]([CH2:20][NH:11][C:12]([C:14]3([C:17]([NH:19][CH2:55][C:51]4[CH:50]=[CH:49][C:54]([O:73][CH3:70])=[C:53]([C:49]5[CH:54]=[CH:53][CH:52]=[C:51]([CH2:55][CH:56]6[CH2:57][CH2:58][N:59]([C:62]([O:64][C:65]([CH3:68])([CH3:67])[CH3:66])=[O:63])[CH2:60][CH2:61]6)[CH:50]=5)[CH:52]=4)=[O:18])[CH2:15][CH2:16]3)=[O:13])[C:22]([NH:34][CH:35]3[CH2:36][CH2:37][O:38][CH2:39][CH2:40]3)=[C:23]2[CH:31]=[N:30]1)[CH3:33]. The catalyst class is: 117.